Dataset: Full USPTO retrosynthesis dataset with 1.9M reactions from patents (1976-2016). Task: Predict the reactants needed to synthesize the given product. (1) Given the product [F:1][C:2]1[CH:28]=[C:27]([F:29])[CH:26]=[CH:25][C:3]=1[O:4][C:5]1[CH:10]=[CH:9][C:8]([CH2:11][NH:12][S:38]([C:33]2[CH:34]=[CH:35][CH:36]=[CH:37][C:32]=2[O:31][CH3:30])(=[O:40])=[O:39])=[CH:7][C:6]=1[C:13]1[C:21]2[C:16](=[C:17]([O:22][CH3:23])[N:18]=[CH:19][CH:20]=2)[N:15]([CH3:24])[CH:14]=1, predict the reactants needed to synthesize it. The reactants are: [F:1][C:2]1[CH:28]=[C:27]([F:29])[CH:26]=[CH:25][C:3]=1[O:4][C:5]1[CH:10]=[CH:9][C:8]([CH2:11][NH2:12])=[CH:7][C:6]=1[C:13]1[C:21]2[C:16](=[C:17]([O:22][CH3:23])[N:18]=[CH:19][CH:20]=2)[N:15]([CH3:24])[CH:14]=1.[CH3:30][O:31][C:32]1[CH:37]=[CH:36][CH:35]=[CH:34][C:33]=1[S:38](Cl)(=[O:40])=[O:39].C(N(CC)CC)C. (2) The reactants are: [Cl:1][C:2]1[CH:7]=[CH:6][C:5]([OH:8])=[CH:4][CH:3]=1.F[C:10]1[CH:17]=[CH:16][C:13]([CH:14]=[O:15])=[CH:12][CH:11]=1. Given the product [Cl:1][C:2]1[CH:7]=[CH:6][C:5]([O:8][C:10]2[CH:17]=[CH:16][C:13]([CH:14]=[O:15])=[CH:12][CH:11]=2)=[CH:4][CH:3]=1, predict the reactants needed to synthesize it. (3) Given the product [C:1]([O:5][C:6]([N:8]1[CH2:9][CH:10]=[C:11]([O:14][Si:16]([CH3:18])([CH3:17])[CH3:15])[CH2:12][CH2:13]1)=[O:7])([CH3:4])([CH3:2])[CH3:3], predict the reactants needed to synthesize it. The reactants are: [C:1]([O:5][C:6]([N:8]1[CH2:13][CH2:12][C:11](=[O:14])[CH2:10][CH2:9]1)=[O:7])([CH3:4])([CH3:3])[CH3:2].[CH3:15][Si:16](Cl)([CH3:18])[CH3:17]. (4) Given the product [C:16]([NH:19][C:20]1[CH:29]=[CH:28][C:23]([C:24]([NH:26][CH3:27])=[O:25])=[C:22]([NH:30][C:31]2[C:36]([Cl:37])=[CH:35][N:34]=[C:33]([NH:1][C:2]3[CH:15]=[CH:14][C:5]4[NH:6][C:7](=[O:13])[CH2:8][CH2:9][C:10]([CH3:12])([CH3:11])[C:4]=4[CH:3]=3)[N:32]=2)[CH:21]=1)(=[O:18])[CH3:17], predict the reactants needed to synthesize it. The reactants are: [NH2:1][C:2]1[CH:15]=[CH:14][C:5]2[NH:6][C:7](=[O:13])[CH2:8][CH2:9][C:10]([CH3:12])([CH3:11])[C:4]=2[CH:3]=1.[C:16]([NH:19][C:20]1[CH:29]=[CH:28][C:23]([C:24]([NH:26][CH3:27])=[O:25])=[C:22]([NH:30][C:31]2[C:36]([Cl:37])=[CH:35][N:34]=[C:33](Cl)[N:32]=2)[CH:21]=1)(=[O:18])[CH3:17]. (5) Given the product [Cl:23][C:4]1[CH:3]=[C:2]([NH:1][CH3:24])[CH:7]=[CH:6][C:5]=1[CH:8]([CH3:22])[C:9]([C:15]1[CH:20]=[CH:19][N:18]=[C:17]([Cl:21])[CH:16]=1)([OH:14])[C:10]([F:11])([F:12])[F:13], predict the reactants needed to synthesize it. The reactants are: [NH2:1][C:2]1[CH:7]=[CH:6][C:5]([CH:8]([CH3:22])[C:9]([C:15]2[CH:20]=[CH:19][N:18]=[C:17]([Cl:21])[CH:16]=2)([OH:14])[C:10]([F:13])([F:12])[F:11])=[C:4]([Cl:23])[CH:3]=1.[CH2:24]=O.C[O-].[Na+].[BH4-].[Na+]. (6) The reactants are: [CH3:1][N:2]1[C:6]([CH:7]=O)=[CH:5][C:4]2[S:9][CH:10]=[CH:11][C:3]1=2.[C:12]12([NH2:22])[CH2:21][CH:16]3[CH2:17][CH:18]([CH2:20][CH:14]([CH2:15]3)[CH2:13]1)[CH2:19]2. Given the product [C:12]12([NH:22][CH2:7][C:6]3[N:2]([CH3:1])[C:3]4[CH:11]=[CH:10][S:9][C:4]=4[CH:5]=3)[CH2:19][CH:18]3[CH2:17][CH:16]([CH2:15][CH:14]([CH2:20]3)[CH2:13]1)[CH2:21]2, predict the reactants needed to synthesize it. (7) Given the product [CH2:1]([C:6]1[CH:15]=[CH:14][C:9]([C:10]([O:12][CH3:13])=[O:11])=[C:8]([CH3:16])[CH:7]=1)[CH3:2], predict the reactants needed to synthesize it. The reactants are: [CH3:1][CH2:2][Mg+].[Br-].Br[C:6]1[CH:15]=[CH:14][C:9]([C:10]([O:12][CH3:13])=[O:11])=[C:8]([CH3:16])[CH:7]=1.